From a dataset of Full USPTO retrosynthesis dataset with 1.9M reactions from patents (1976-2016). Predict the reactants needed to synthesize the given product. (1) Given the product [N:1]1[CH:6]=[CH:5][CH:4]=[C:3]([C:7]2[S:8][C:9]([C:12](=[N:14][O:15][C:21]3[N:26]=[CH:25][CH:24]=[CH:23][N:22]=3)[CH3:13])=[CH:10][N:11]=2)[CH:2]=1, predict the reactants needed to synthesize it. The reactants are: [N:1]1[CH:6]=[CH:5][CH:4]=[C:3]([C:7]2[S:8][C:9]([C:12](=[N:14][OH:15])[CH3:13])=[CH:10][N:11]=2)[CH:2]=1.C(=O)([O-])[O-].Cl[C:21]1[N:26]=[CH:25][CH:24]=[CH:23][N:22]=1. (2) Given the product [Br:1][C:16]1[C:17]2=[N:18][CH:19]=[CH:20][CH:21]=[C:22]2[NH:23][C:15]=1[C:12]1[CH:13]=[CH:14][N:9]=[CH:10][CH:11]=1, predict the reactants needed to synthesize it. The reactants are: [Br:1]N1C(=O)CCC1=O.[N:9]1[CH:14]=[CH:13][C:12]([C:15]2[NH:23][C:22]3[C:17](=[N:18][CH:19]=[CH:20][CH:21]=3)[CH:16]=2)=[CH:11][CH:10]=1. (3) Given the product [CH3:1][O:2][C:3]1[CH:8]=[CH:7][C:6]([C:19]2[C:27]3[O:26][CH:25]=[CH:24][C:23]=3[CH:22]=[C:21]([CH3:28])[CH:20]=2)=[CH:5][CH:4]=1, predict the reactants needed to synthesize it. The reactants are: [CH3:1][O:2][C:3]1[CH:8]=[CH:7][C:6](B(O)O)=[CH:5][CH:4]=1.C([O-])([O-])=O.[Na+].[Na+].Br[C:19]1[C:27]2[O:26][CH:25]=[CH:24][C:23]=2[CH:22]=[C:21]([CH3:28])[CH:20]=1.COCCOC.